This data is from Forward reaction prediction with 1.9M reactions from USPTO patents (1976-2016). The task is: Predict the product of the given reaction. (1) The product is: [CH3:19][O:7][C:6](=[O:8])[C:5]1[CH:9]=[CH:10][C:2]([F:1])=[C:3]([N+:11]([O-:13])=[O:12])[CH:4]=1. Given the reactants [F:1][C:2]1[CH:10]=[CH:9][C:5]([C:6]([OH:8])=[O:7])=[CH:4][C:3]=1[N+:11]([O-:13])=[O:12].S(=O)(=O)(O)O.[CH3:19]O, predict the reaction product. (2) Given the reactants C[C:2]1([N:8]2[C:12]([C:13]3[S:25][C:16]4[N:17]=[CH:18][N:19]=[C:20]([S:21]([CH3:24])(=[O:23])=[O:22])[C:15]=4[CH:14]=3)=[CH:11][N:10]=[CH:9]2)C=CC=CC1.[Br:26][C:27]1[CH:32]=[CH:31][C:30](C2N=CN(C)C=2C2SC3N=CN=C(SC)C=3C=2)=[CH:29][CH:28]=1, predict the reaction product. The product is: [Br:26][C:27]1[CH:32]=[CH:31][C:30]([C:11]2[N:10]=[CH:9][N:8]([CH3:2])[C:12]=2[C:13]2[S:25][C:16]3[N:17]=[CH:18][N:19]=[C:20]([S:21]([CH3:24])(=[O:22])=[O:23])[C:15]=3[CH:14]=2)=[CH:29][CH:28]=1. (3) Given the reactants [Br:1][C:2]1[C:12]2[C:13]3[C:5]([CH2:6][CH2:7][C:8]=3[CH:9]=[CH:10][CH:11]=2)=[CH:4][CH:3]=1.ClC1C(=O)C(C#N)=C(C#N)C(=O)C=1Cl, predict the reaction product. The product is: [Br:1][C:2]1[C:12]2[C:13]3[C:5]([CH:6]=[CH:7][C:8]=3[CH:9]=[CH:10][CH:11]=2)=[CH:4][CH:3]=1.